This data is from Retrosynthesis with 50K atom-mapped reactions and 10 reaction types from USPTO. The task is: Predict the reactants needed to synthesize the given product. (1) Given the product CCc1cc(CO)cc(Nc2ncc(C#N)s2)n1, predict the reactants needed to synthesize it. The reactants are: CCc1cc(CO[Si](C)(C)C(C)(C)C)cc(Nc2ncc(C#N)s2)n1. (2) Given the product O=C(O)c1ccc(O)cc1, predict the reactants needed to synthesize it. The reactants are: CC(=O)Oc1ccc(C(=O)O)cc1. (3) Given the product Cc1ccc2c(c1)oc(=O)n2CCCCCCCC(=O)O, predict the reactants needed to synthesize it. The reactants are: COC(=O)CCCCCCCn1c(=O)oc2cc(C)ccc21. (4) Given the product COC(=O)c1cc2cc(NC(=O)c3ccccc3)cnc2[nH]1, predict the reactants needed to synthesize it. The reactants are: COC(=O)c1cc2cc(N)cnc2[nH]1.O=C(Cl)c1ccccc1.